Dataset: Forward reaction prediction with 1.9M reactions from USPTO patents (1976-2016). Task: Predict the product of the given reaction. (1) Given the reactants [CH3:1][N:2]([CH3:25])[CH2:3][CH2:4]COC1C=CC(C2SC(NC3C=CC=CC=3)=NC=2)=CC=1.[CH3:26][C:27]1[CH:28]=[C:29]([OH:44])[CH:30]=[CH:31][C:32]=1[NH:33][C:34]1[S:35][C:36]([C:39]2[CH:43]=[CH:42][S:41][CH:40]=2)=[CH:37][N:38]=1.Cl.ClCCN(C)C, predict the reaction product. The product is: [CH3:1][N:2]([CH3:25])[CH2:3][CH2:4][O:44][C:29]1[CH:30]=[CH:31][C:32]([NH:33][C:34]2[S:35][C:36]([C:39]3[CH:43]=[CH:42][S:41][CH:40]=3)=[CH:37][N:38]=2)=[C:27]([CH3:26])[CH:28]=1. (2) Given the reactants Br[C:2]1[CH:3]=[C:4]2[C:8](=[CH:9][C:10]=1[Cl:11])[NH:7][CH:6]=[C:5]2[CH:12]=[O:13].[OH:14][CH2:15][C:16]1[CH:21]=[CH:20][C:19](B(O)O)=[CH:18][CH:17]=1.C(=O)([O-])[O-].[K+].[K+], predict the reaction product. The product is: [Cl:11][C:10]1[CH:9]=[C:8]2[C:4]([C:5]([CH:12]=[O:13])=[CH:6][NH:7]2)=[CH:3][C:2]=1[C:19]1[CH:20]=[CH:21][C:16]([CH2:15][OH:14])=[CH:17][CH:18]=1.